This data is from Forward reaction prediction with 1.9M reactions from USPTO patents (1976-2016). The task is: Predict the product of the given reaction. (1) The product is: [C:44]([OH:57])(=[O:56])[CH:45]=[CH2:46].[NH2:24][C:25]([O:17][CH2:1][CH3:2])=[O:26]. Given the reactants [CH2:1]([OH:17])[CH2:2]CCCCCCCCCCCCCC.C(N=C=O)CCCCC[N:24]=[C:25]=[O:26].C1C=C(CN=C=O)C=C(CN=C=O)C=1.[C:44]([O-:57])(=[O:56])[CH2:45][CH2:46]CCCCCCCCC.C([Sn+2]CCCC)CCC.[C:44]([O-:57])(=[O:56])[CH2:45][CH2:46]CCCCCCCCC.COC1C=CC(O)=CC=1, predict the reaction product. (2) Given the reactants [Cl:1][C:2]1[CH:14]=[C:13]([CH:15]=[O:16])[C:12]([O:17][C:18]2[N:22]([CH3:23])[N:21]=[C:20]([CH3:24])[C:19]=2[CH3:25])=[CH:11][C:3]=1[O:4][C@@H:5]([CH3:10])[C:6]([O:8][CH3:9])=[O:7].[BH4-].[Na+].CO.O, predict the reaction product. The product is: [Cl:1][C:2]1[CH:14]=[C:13]([CH2:15][OH:16])[C:12]([O:17][C:18]2[N:22]([CH3:23])[N:21]=[C:20]([CH3:24])[C:19]=2[CH3:25])=[CH:11][C:3]=1[O:4][C@@H:5]([CH3:10])[C:6]([O:8][CH3:9])=[O:7]. (3) Given the reactants Cl[CH2:2][C:3]1[N:4]=[C:5]([C:9]2[CH:14]=[CH:13][CH:12]=[CH:11][CH:10]=2)[O:6][C:7]=1[CH3:8].[N:15]1([C:20]2[N:25]=[C:24]([CH:26]=O)[CH:23]=[CH:22][CH:21]=2)[CH2:19][CH2:18][CH2:17][CH2:16]1, predict the reaction product. The product is: [CH3:8][C:7]1[O:6][C:5]([C:9]2[CH:14]=[CH:13][CH:12]=[CH:11][CH:10]=2)=[N:4][C:3]=1[CH2:2][CH2:26][C:24]1[CH:23]=[CH:22][CH:21]=[C:20]([N:15]2[CH2:19][CH2:18][CH2:17][CH2:16]2)[N:25]=1. (4) Given the reactants [CH3:1][NH:2][C:3]1[CH:4]=[N:5][CH:6]=[CH:7][C:8]=1[C:9]1[CH:14]=[CH:13][CH:12]=[CH:11][C:10]=1[CH3:15].[Cl:16][C:17]1[CH:18]=[C:19]([CH:23]=[C:24]([O:26][C:27]([F:30])([F:29])[F:28])[CH:25]=1)[C:20]([OH:22])=O, predict the reaction product. The product is: [Cl:16][C:17]1[CH:18]=[C:19]([CH:23]=[C:24]([O:26][C:27]([F:30])([F:29])[F:28])[CH:25]=1)[C:20]([N:2]([CH3:1])[C:3]1[CH:4]=[N:5][CH:6]=[CH:7][C:8]=1[C:9]1[CH:14]=[CH:13][CH:12]=[CH:11][C:10]=1[CH3:15])=[O:22]. (5) Given the reactants [Br:1][C:2]1[CH:3]=[CH:4][C:5]2[N:11]3[C:12]([C:15]([F:18])([F:17])[F:16])=[N:13][N:14]=[C:10]3[C@@H:9]([CH2:19][C:20]([O:22]CC)=[O:21])[O:8][C@H:7]([C:25]3[CH:30]=[CH:29][CH:28]=[C:27]([O:31][CH3:32])[C:26]=3[Cl:33])[C:6]=2[CH:34]=1.Cl.O, predict the reaction product. The product is: [Br:1][C:2]1[CH:3]=[CH:4][C:5]2[N:11]3[C:12]([C:15]([F:18])([F:17])[F:16])=[N:13][N:14]=[C:10]3[C@@H:9]([CH2:19][C:20]([OH:22])=[O:21])[O:8][C@H:7]([C:25]3[CH:30]=[CH:29][CH:28]=[C:27]([O:31][CH3:32])[C:26]=3[Cl:33])[C:6]=2[CH:34]=1. (6) Given the reactants [CH3:1][C:2]1[C:7]([C:8](OC)=[O:9])=[C:6]([C:12]2[CH:17]=[CH:16][C:15]([CH3:18])=[CH:14][CH:13]=2)[N:5]2[N:19]=[CH:20][CH:21]=[C:4]2[N:3]=1.CC(C[AlH]CC(C)C)C.C1COCC1, predict the reaction product. The product is: [CH3:1][C:2]1[C:7]([CH2:8][OH:9])=[C:6]([C:12]2[CH:13]=[CH:14][C:15]([CH3:18])=[CH:16][CH:17]=2)[N:5]2[N:19]=[CH:20][CH:21]=[C:4]2[N:3]=1. (7) Given the reactants Br[C:2]1[S:6][C:5]([N:7]2[CH2:11][C@:10]3([CH:16]4[CH2:17][CH2:18][N:13]([CH2:14][CH2:15]4)[CH2:12]3)[O:9][C:8]2=[O:19])=[CH:4][CH:3]=1.C([Sn](CCCC)(CCCC)[C:25]1[S:29][CH:28]=[N:27][CH:26]=1)CCC, predict the reaction product. The product is: [S:29]1[C:25]([C:2]2[S:6][C:5]([N:7]3[CH2:11][C@:10]4([CH:16]5[CH2:17][CH2:18][N:13]([CH2:14][CH2:15]5)[CH2:12]4)[O:9][C:8]3=[O:19])=[CH:4][CH:3]=2)=[CH:26][N:27]=[CH:28]1. (8) Given the reactants [CH3:1][CH:2]([OH:5])[CH2:3][CH3:4].[H-].[Na+].Cl[C:9]1[C:14]([CH:15]=[CH:16][C:17]([OH:19])=[O:18])=[CH:13][CH:12]=[C:11]([C:20]([F:23])([F:22])[F:21])[N:10]=1, predict the reaction product. The product is: [CH:2]([O:5][C:9]1[C:14]([CH:15]=[CH:16][C:17]([OH:19])=[O:18])=[CH:13][CH:12]=[C:11]([C:20]([F:21])([F:23])[F:22])[N:10]=1)([CH2:3][CH3:4])[CH3:1].